Predict the reaction yield, written as a fraction of the theoretical maximum amount of product (1.0 means a 100% yield; for example, 0.34 means a 34% yield). From a dataset of Reaction yield outcomes from USPTO patents with 853,638 reactions. The product is [Br:1][C:2]1[CH:7]=[CH:6][N:5]=[C:4]2[N:8]([CH2:18][O:17][CH2:16][CH2:15][Si:14]([CH3:21])([CH3:20])[CH3:13])[CH:9]=[CH:10][C:3]=12. The reactants are [Br:1][C:2]1[CH:7]=[CH:6][N:5]=[C:4]2[NH:8][CH:9]=[CH:10][C:3]=12.[H-].[Na+].[CH3:13][Si:14]([CH3:21])([CH3:20])[CH2:15][CH2:16][O:17][CH2:18]Cl. The yield is 0.966. The catalyst is CN(C)C=O.